This data is from Reaction yield outcomes from USPTO patents with 853,638 reactions. The task is: Predict the reaction yield, written as a fraction of the theoretical maximum amount of product (1.0 means a 100% yield; for example, 0.34 means a 34% yield). (1) The reactants are [C:1]([O:5][C:6]([NH:8][C@@H:9]([CH2:25][C:26]1[CH:31]=[CH:30][C:29]([O:32]CC2C=CC=CC=2)=[C:28]([O:40]CC2C=CC=CC=2)[CH:27]=1)[C:10]([O:12][C@H:13]([CH3:24])[CH2:14][O:15][C:16]([C:18]1[CH:23]=[CH:22][CH:21]=[CH:20][CH:19]=1)=[O:17])=[O:11])=[O:7])([CH3:4])([CH3:3])[CH3:2].[H][H]. The catalyst is [Pd].CO. The product is [OH:40][C:28]1[CH:27]=[C:26]([CH2:25][C@H:9]([NH:8][C:6]([O:5][C:1]([CH3:2])([CH3:4])[CH3:3])=[O:7])[C:10]([O:12][C@H:13]([CH3:24])[CH2:14][O:15][C:16]([C:18]2[CH:23]=[CH:22][CH:21]=[CH:20][CH:19]=2)=[O:17])=[O:11])[CH:31]=[CH:30][C:29]=1[OH:32]. The yield is 1.00. (2) The reactants are [F:1][C:2]1[CH:3]=[C:4]2[C:8](=[CH:9][CH:10]=1)[NH:7][C:6](=[O:11])[CH2:5]2.C[Si]([N-][Si](C)(C)C)(C)C.[Li+].[Cl:22][C:23]1[N:28]=[CH:27][C:26]2[C:29](=O)[O:30][CH:31]([CH2:32][CH3:33])[C:25]=2[CH:24]=1.Cl. The catalyst is C1COCC1. The product is [Cl:22][C:23]1[N:28]=[CH:27][C:26]2[C:29](=[C:5]3[C:4]4[C:8](=[CH:9][CH:10]=[C:2]([F:1])[CH:3]=4)[NH:7][C:6]3=[O:11])[O:30][CH:31]([CH2:32][CH3:33])[C:25]=2[CH:24]=1. The yield is 0.340.